Task: Predict the reactants needed to synthesize the given product.. Dataset: Full USPTO retrosynthesis dataset with 1.9M reactions from patents (1976-2016) (1) The reactants are: [NH2:1][C:2]1[CH:3]=[N:4][C:5]([O:8][CH3:9])=[CH:6][CH:7]=1.N1C=CC=CC=1.[C:16]1([O:22][C:23](Cl)=[O:24])[CH:21]=[CH:20][CH:19]=[CH:18][CH:17]=1. Given the product [C:16]1([O:22][C:23](=[O:24])[NH:1][C:2]2[CH:3]=[N:4][C:5]([O:8][CH3:9])=[CH:6][CH:7]=2)[CH:21]=[CH:20][CH:19]=[CH:18][CH:17]=1, predict the reactants needed to synthesize it. (2) Given the product [CH3:1][N:2]1[CH:6]=[C:5]([C:7]2[CH:8]=[CH:9][C:10]([NH:13][C:14]3[N:15]=[C:16]([N:24]([C:28]4[CH:33]=[CH:32][CH:31]=[CH:30][CH:29]=4)[CH2:25][CH2:26][OH:27])[C:17]4[CH2:23][N:22]([CH2:38][CH2:39][CH3:40])[CH2:21][CH2:20][C:18]=4[N:19]=3)=[CH:11][CH:12]=2)[CH:4]=[N:3]1, predict the reactants needed to synthesize it. The reactants are: [CH3:1][N:2]1[CH:6]=[C:5]([C:7]2[CH:12]=[CH:11][C:10]([NH:13][C:14]3[N:15]=[C:16]([N:24]([C:28]4[CH:33]=[CH:32][CH:31]=[CH:30][CH:29]=4)[CH2:25][CH2:26][OH:27])[C:17]4[CH2:23][NH:22][CH2:21][CH2:20][C:18]=4[N:19]=3)=[CH:9][CH:8]=2)[CH:4]=[N:3]1.C(O)(=O)C.[CH:38](=O)[CH2:39][CH3:40].C([BH3-])#N.[Na+]. (3) Given the product [ClH:24].[CH:1]1([N:6]2[CH2:7][CH2:8][CH:9]([CH2:12][CH2:13][CH2:14][C:15]3[N:16]=[C:22]([CH:19]4[CH2:21][CH2:20]4)[O:18][N:17]=3)[CH2:10][CH2:11]2)[CH2:2][CH2:3][CH2:4][CH2:5]1, predict the reactants needed to synthesize it. The reactants are: [CH:1]1([N:6]2[CH2:11][CH2:10][CH:9]([CH2:12][CH2:13][CH2:14][C:15]([NH:17][OH:18])=[NH:16])[CH2:8][CH2:7]2)[CH2:5][CH2:4][CH2:3][CH2:2]1.[CH:19]1([C:22]([Cl:24])=O)[CH2:21][CH2:20]1. (4) Given the product [C:1]([O:5][C:6]([N:8]1[CH2:12][CH2:11][C:10]2([CH2:17][CH2:16][N:15]([C:18](=[O:20])[CH3:19])[CH2:14][CH2:13]2)[CH2:9]1)=[O:7])([CH3:4])([CH3:2])[CH3:3], predict the reactants needed to synthesize it. The reactants are: [C:1]([O:5][C:6]([N:8]1[CH2:12][CH2:11][C:10]2([CH2:17][CH2:16][NH:15][CH2:14][CH2:13]2)[CH2:9]1)=[O:7])([CH3:4])([CH3:3])[CH3:2].[C:18](OC(=O)C)(=[O:20])[CH3:19]. (5) The reactants are: Br[C:2]1[CH:7]=[C:6]([CH3:8])[CH:5]=[C:4]([N+:9]([O-:11])=[O:10])[C:3]=1[O:12][CH3:13].[CH3:14][C:15]1([CH3:31])[C:19]([CH3:21])([CH3:20])[O:18][B:17]([B:17]2[O:18][C:19]([CH3:21])([CH3:20])[C:15]([CH3:31])([CH3:14])[O:16]2)[O:16]1.C([O-])(=O)C.[K+]. Given the product [CH3:13][O:12][C:3]1[C:4]([N+:9]([O-:11])=[O:10])=[CH:5][C:6]([CH3:8])=[CH:7][C:2]=1[B:17]1[O:18][C:19]([CH3:21])([CH3:20])[C:15]([CH3:31])([CH3:14])[O:16]1, predict the reactants needed to synthesize it. (6) Given the product [CH3:18][N:3]([CH3:1])[CH2:4][CH2:5][O:6][C:7]1[CH:8]=[CH:9][C:10]([CH:13]([NH2:17])[CH2:14][CH2:15][CH3:16])=[CH:11][CH:12]=1, predict the reactants needed to synthesize it. The reactants are: [CH2:1]([N:3]([CH2:18]C)[CH2:4][CH2:5][O:6][C:7]1[CH:12]=[CH:11][C:10]([CH:13]([NH2:17])[CH2:14][CH2:15][CH3:16])=[CH:9][CH:8]=1)C.CN(C)CCOC1C=CC(C(=O)CCC)=CC=1. (7) Given the product [Cl:1][C:2]1[CH:7]=[CH:6][C:5]([C@@:8]2([CH3:38])[C@:12]([C:14]3[CH:15]=[CH:16][C:17]([Cl:20])=[CH:18][CH:19]=3)([CH3:13])[N:11]([C:21]([N:44]3[CH2:45][CH2:46][N:41]([CH2:47][CH2:48][NH:49][C:50](=[O:52])[CH3:51])[CH2:42][CH2:43]3)=[O:22])[C:10]([C:24]3[CH:29]=[CH:28][C:27]([C:30]([C:33]#[N:34])([CH3:32])[CH3:31])=[CH:26][C:25]=3[O:35][CH2:36][CH3:37])=[N:9]2)=[CH:4][CH:3]=1, predict the reactants needed to synthesize it. The reactants are: [Cl:1][C:2]1[CH:7]=[CH:6][C:5]([C:8]2([CH3:38])[C:12]([C:14]3[CH:19]=[CH:18][C:17]([Cl:20])=[CH:16][CH:15]=3)([CH3:13])[N:11]([C:21](Cl)=[O:22])[C:10]([C:24]3[CH:29]=[CH:28][C:27]([C:30]([C:33]#[N:34])([CH3:32])[CH3:31])=[CH:26][C:25]=3[O:35][CH2:36][CH3:37])=[N:9]2)=[CH:4][CH:3]=1.Cl.Cl.[N:41]1([CH2:47][CH2:48][NH:49][C:50](=[O:52])[CH3:51])[CH2:46][CH2:45][NH:44][CH2:43][CH2:42]1. (8) Given the product [CH:1]1([CH2:4][C:5]2[CH:6]=[C:7]([CH3:41])[C:8]([NH:12][C:13]([NH:15][C:16]3[CH:21]=[C:20]([O:22][CH2:23][CH2:24][O:25][CH3:26])[CH:19]=[CH:18][C:17]=3[C:27]([NH:29][C@H:30]([C:38]([O-:40])=[O:39])[C@@H:31]([CH3:37])[O:32][C:33]([CH3:36])([CH3:35])[CH3:34])=[O:28])=[O:14])=[C:9]([CH3:11])[CH:10]=2)[CH2:3][CH2:2]1.[K+:47], predict the reactants needed to synthesize it. The reactants are: [CH:1]1([CH2:4][C:5]2[CH:10]=[C:9]([CH3:11])[C:8]([NH:12][C:13]([NH:15][C:16]3[CH:21]=[C:20]([O:22][CH2:23][CH2:24][O:25][CH3:26])[CH:19]=[CH:18][C:17]=3[C:27]([NH:29][C@H:30]([C:38]([OH:40])=[O:39])[C@@H:31]([CH3:37])[O:32][C:33]([CH3:36])([CH3:35])[CH3:34])=[O:28])=[O:14])=[C:7]([CH3:41])[CH:6]=2)[CH2:3][CH2:2]1.CC(C)([O-])C.[K+:47]. (9) Given the product [CH2:30]([C:29]([C:34]1[CH:39]=[CH:38][C:37]([O:12][S:9]([C:8]([F:21])([F:20])[F:7])(=[O:11])=[O:10])=[C:36]([CH3:41])[CH:35]=1)([C:26]1[CH:27]=[CH:28][C:23]([OH:22])=[C:24]([CH3:42])[CH:25]=1)[CH2:32][CH3:33])[CH3:31], predict the reactants needed to synthesize it. The reactants are: N1C=CC=CC=1.[F:7][C:8]([F:21])([F:20])[S:9]([O:12]S(C(F)(F)F)(=O)=O)(=[O:11])=[O:10].[OH:22][C:23]1[CH:28]=[CH:27][C:26]([C:29]([C:34]2[CH:39]=[CH:38][C:37](O)=[C:36]([CH3:41])[CH:35]=2)([CH2:32][CH3:33])[CH2:30][CH3:31])=[CH:25][C:24]=1[CH3:42].C(OCC)(=O)C.